Dataset: Full USPTO retrosynthesis dataset with 1.9M reactions from patents (1976-2016). Task: Predict the reactants needed to synthesize the given product. (1) Given the product [NH2:8][C:9]1[NH:37][CH2:36][C:35]2[CH:34]=[C:33]([Cl:41])[C:32](=[C:39]([Cl:40])[CH:38]=2)[NH:31][C:30](=[O:42])[CH2:29][NH:28][CH2:27][CH2:26][CH2:25][CH2:24][CH2:23][CH2:22][O:21][C:20]2[CH:19]=[CH:18][C:17](=[CH:51][CH:50]=2)[C:16]2[C:12](=[C:13]([CH3:52])[S:14][N:15]=2)[C:11](=[O:53])[N:10]=1, predict the reactants needed to synthesize it. The reactants are: C(OC([NH:8][C:9]1[NH:37][CH2:36][C:35]2[CH:38]=[C:39]([Cl:40])[C:32](=[C:33]([Cl:41])[CH:34]=2)[NH:31][C:30](=[O:42])[CH2:29][N:28](C(OC(C)(C)C)=O)[CH2:27][CH2:26][CH2:25][CH:24]=[CH:23][CH2:22][O:21][C:20]2[CH:50]=[CH:51][C:17](=[CH:18][CH:19]=2)[C:16]2[C:12](=[C:13]([CH3:52])[S:14][N:15]=2)[C:11](=[O:53])[N:10]=1)=O)(C)(C)C.[H][H]. (2) Given the product [C:1]([OH:6])(=[O:5])[CH:2]=[CH2:4].[C:1]([OH:6])(=[O:5])[CH:2]([CH3:4])[OH:3], predict the reactants needed to synthesize it. The reactants are: [C:1]([OH:6])(=[O:5])[CH:2]([CH3:4])[OH:3]. (3) Given the product [CH3:21][O:22][C:23]([C:25]1[CH:26]=[C:27]2[C:31](=[CH:32][CH:33]=1)[N:30]([CH2:7][C:8]1[CH:9]=[C:10]([O:16][C:17]([F:18])([F:20])[F:19])[CH:11]=[C:12]3[C:13]=1[N:5]([CH2:1][CH:2]([CH3:4])[CH3:3])[N:6]=[CH:14]3)[N:29]=[CH:28]2)=[O:24], predict the reactants needed to synthesize it. The reactants are: [CH2:1]([N:5]1[C:13]2[C:8](=[CH:9][C:10]([O:16][C:17]([F:20])([F:19])[F:18])=[CH:11][C:12]=2[CH2:14]O)[CH:7]=[N:6]1)[CH:2]([CH3:4])[CH3:3].[CH3:21][O:22][C:23]([C:25]1[CH:26]=[C:27]2[C:31](=[CH:32][CH:33]=1)[NH:30][N:29]=[CH:28]2)=[O:24]. (4) Given the product [CH3:10][O:9][C:3](=[O:8])[CH2:4][C:5](=[O:6])[CH2:7][CH2:26][C:25]1[CH:28]=[CH:29][CH:30]=[C:23]([F:22])[CH:24]=1, predict the reactants needed to synthesize it. The reactants are: [H-].[Na+].[C:3]([O:9][CH3:10])(=[O:8])[CH2:4][C:5]([CH3:7])=[O:6].[Li]CCCC.C1CCCCC1.[F:22][C:23]1[CH:24]=[C:25]([CH:28]=[CH:29][CH:30]=1)[CH2:26]Br. (5) The reactants are: S(=O)(=O)(O)O.N[C:7]1[CH:8]=[N:9][C:10]([C:13]#[N:14])=[CH:11][CH:12]=1.N([O-])=[O:16].[Na+]. Given the product [OH:16][C:7]1[CH:12]=[CH:11][C:10]([C:13]#[N:14])=[N:9][CH:8]=1, predict the reactants needed to synthesize it. (6) Given the product [Br:1][C:2]1[CH:7]=[C:6]([NH:8][OH:9])[CH:5]=[C:4]([O:11][CH3:12])[CH:3]=1, predict the reactants needed to synthesize it. The reactants are: [Br:1][C:2]1[CH:3]=[C:4]([O:11][CH3:12])[CH:5]=[C:6]([N+:8]([O-])=[O:9])[CH:7]=1.O.NN.